Dataset: Forward reaction prediction with 1.9M reactions from USPTO patents (1976-2016). Task: Predict the product of the given reaction. (1) Given the reactants [NH2:1][C:2]1[CH:3]=[C:4]([CH:8]2[CH2:22][N:12]3[C:13](=[O:21])[NH:14][C:15]4[CH:16]=[CH:17][CH:18]=[CH:19][C:20]=4[C:11]3=[N:10][CH2:9]2)[CH:5]=[CH:6][CH:7]=1.[F:23][C:24]1[CH:29]=[CH:28][C:27]([C:30]([F:33])([F:32])[F:31])=[CH:26][C:25]=1[N:34]=[C:35]=[O:36], predict the reaction product. The product is: [F:23][C:24]1[CH:29]=[CH:28][C:27]([C:30]([F:33])([F:32])[F:31])=[CH:26][C:25]=1[NH:34][C:35]([NH:1][C:2]1[CH:7]=[CH:6][CH:5]=[C:4]([CH:8]2[CH2:22][N:12]3[C:13](=[O:21])[NH:14][C:15]4[CH:16]=[CH:17][CH:18]=[CH:19][C:20]=4[C:11]3=[N:10][CH2:9]2)[CH:3]=1)=[O:36]. (2) Given the reactants [NH2:1][C@@H:2]([C:11]1[CH:16]=[CH:15][C:14]([Cl:17])=[CH:13][CH:12]=1)[C:3]1[CH:4]=[C:5]([CH:8]=[CH:9][CH:10]=1)[C:6]#[N:7].[CH2:18]([CH:20]1[O:22][CH2:21]1)[Cl:19], predict the reaction product. The product is: [Cl:19][CH2:18][CH:20]([OH:22])[CH2:21][NH:1][C@@H:2]([C:11]1[CH:12]=[CH:13][C:14]([Cl:17])=[CH:15][CH:16]=1)[C:3]1[CH:4]=[C:5]([CH:8]=[CH:9][CH:10]=1)[C:6]#[N:7].